Dataset: Reaction yield outcomes from USPTO patents with 853,638 reactions. Task: Predict the reaction yield, written as a fraction of the theoretical maximum amount of product (1.0 means a 100% yield; for example, 0.34 means a 34% yield). (1) The reactants are Cl[C:2]1[N:7]=[C:6]([NH:8][C:9]2[CH:17]=[CH:16][C:15]([N:18]3[CH2:23][CH2:22][O:21][CH2:20][CH2:19]3)=[CH:14][C:10]=2[C:11]([NH2:13])=[O:12])[C:5]([Cl:24])=[CH:4][N:3]=1.[NH2:25][C:26]1[CH:27]=[CH:28][C:29]2[N:35]([CH3:36])[C:34](=[O:37])[CH2:33][CH2:32][CH2:31][C:30]=2[CH:38]=1.C12(CS(O)(=O)=O)C(C)(C)C(CC1)CC2=O. The catalyst is C(O)(C)C. The product is [Cl:24][C:5]1[C:6]([NH:8][C:9]2[CH:17]=[CH:16][C:15]([N:18]3[CH2:23][CH2:22][O:21][CH2:20][CH2:19]3)=[CH:14][C:10]=2[C:11]([NH2:13])=[O:12])=[N:7][C:2]([NH:25][C:26]2[CH:27]=[CH:28][C:29]3[N:35]([CH3:36])[C:34](=[O:37])[CH2:33][CH2:32][CH2:31][C:30]=3[CH:38]=2)=[N:3][CH:4]=1. The yield is 0.700. (2) The reactants are [C:1]([C:3]1[CH:10]=[CH:9][C:6]([CH2:7][OH:8])=[CH:5][CH:4]=1)#[N:2].[N:11]([C:14]1[CH:23]=[CH:22][CH:21]=[C:20]2[C:15]=1[CH:16]=[CH:17][N:18]=[CH:19]2)=[C:12]=[O:13]. The product is [CH:19]1[C:20]2[C:15](=[C:14]([NH:11][C:12](=[O:13])[O:8][CH2:7][C:6]3[CH:9]=[CH:10][C:3]([C:1]#[N:2])=[CH:4][CH:5]=3)[CH:23]=[CH:22][CH:21]=2)[CH:16]=[CH:17][N:18]=1. The catalyst is C(OCC)C. The yield is 0.440. (3) The reactants are [C:1]([N:8]1[CH2:13][CH2:12][C:11](=O)[CH2:10][CH2:9]1)([O:3][C:4]([CH3:7])([CH3:6])[CH3:5])=[O:2].[CH2:15]([CH:17]([NH2:20])[CH2:18][CH3:19])[CH3:16].[Na]. The catalyst is ClCCCl.O.C(=O)([O-])[O-].[K+].[K+]. The product is [CH2:15]([CH:17]([NH:20][CH:11]1[CH2:12][CH2:13][N:8]([C:1]([O:3][C:4]([CH3:7])([CH3:6])[CH3:5])=[O:2])[CH2:9][CH2:10]1)[CH2:18][CH3:19])[CH3:16]. The yield is 0.420.